This data is from Reaction yield outcomes from USPTO patents with 853,638 reactions. The task is: Predict the reaction yield, written as a fraction of the theoretical maximum amount of product (1.0 means a 100% yield; for example, 0.34 means a 34% yield). (1) The reactants are [CH2:1]([N:8]1[C:13](=[O:14])[C:12]2[C:15]([CH3:18])=[N:16][S:17][C:11]=2[N:10]=[C:9]1[CH:19](Br)[CH:20]([CH3:22])[CH3:21])[C:2]1[CH:7]=[CH:6][CH:5]=[CH:4][CH:3]=1.[N-:24]=[N+:25]=[N-:26].[Na+].[Br-]. The catalyst is CN(C=O)C. The product is [N:24]([CH:19]([C:9]1[N:8]([CH2:1][C:2]2[CH:7]=[CH:6][CH:5]=[CH:4][CH:3]=2)[C:13](=[O:14])[C:12]2[C:15]([CH3:18])=[N:16][S:17][C:11]=2[N:10]=1)[CH:20]([CH3:22])[CH3:21])=[N+:25]=[N-:26]. The yield is 0.940. (2) The reactants are [N:1]#[C:2][NH2:3].[O-]CC.[Na+].[CH:8]1[CH:12]=[C:11]([CH:13]([OH:21])[C:14]([C:16]2[O:20][CH:19]=[CH:18][CH:17]=2)=O)[O:10][CH:9]=1.O. The product is [NH2:1][C:2]1[O:21][C:13]([C:11]2[O:10][CH:9]=[CH:8][CH:12]=2)=[C:14]([C:16]2[O:20][CH:19]=[CH:18][CH:17]=2)[N:3]=1. The catalyst is C(O)C. The yield is 0.311. (3) The reactants are CN1CC(C(OC)=O)N(C)C1=O.[CH3:13][C:14]([O:17][C:18]([N:20]1[CH2:25][CH2:24][CH:23]([N:26]2[CH2:30][CH:29]([C:31](O)=[O:32])[N:28]([CH3:34])[C:27]2=[O:35])[CH2:22][CH2:21]1)=[O:19])([CH3:16])[CH3:15].O.ON1C2C=CC=CC=2N=N1.Cl.C(N=C=NCCCN(C)C)C.C(N1CCOCC1)C.[Cl:67][C:68]1[C:73]([C:74]([F:77])([F:76])[F:75])=[CH:72][CH:71]=[CH:70][C:69]=1[CH2:78][NH2:79]. The catalyst is ClCCl. The product is [Cl:67][C:68]1[C:73]([C:74]([F:76])([F:77])[F:75])=[CH:72][CH:71]=[CH:70][C:69]=1[CH2:78][NH:79][C:31]([CH:29]1[CH2:30][N:26]([CH:23]2[CH2:24][CH2:25][N:20]([C:18]([O:17][C:14]([CH3:16])([CH3:15])[CH3:13])=[O:19])[CH2:21][CH2:22]2)[C:27](=[O:35])[N:28]1[CH3:34])=[O:32]. The yield is 0.850.